From a dataset of Reaction yield outcomes from USPTO patents with 853,638 reactions. Predict the reaction yield, written as a fraction of the theoretical maximum amount of product (1.0 means a 100% yield; for example, 0.34 means a 34% yield). (1) The reactants are C[Si](C)(C)[N-][Si](C)(C)C.[Li+].[N+:11]([C:14]1[CH:15]=[C:16]([CH2:20][C:21]([O:23][CH3:24])=[O:22])[CH:17]=[CH:18][CH:19]=1)([O-:13])=[O:12].I[CH3:26].[Cl-].[NH4+]. The catalyst is C1COCC1. The product is [N+:11]([C:14]1[CH:15]=[C:16]([CH:20]([CH3:26])[C:21]([O:23][CH3:24])=[O:22])[CH:17]=[CH:18][CH:19]=1)([O-:13])=[O:12]. The yield is 0.300. (2) The reactants are C(Cl)(=O)C(Cl)=O.CS(C)=O.[C:11]1([CH2:17][CH2:18][CH2:19][OH:20])[CH:16]=[CH:15][CH:14]=[CH:13][CH:12]=1.C(N(CC)CC)C. The catalyst is C(Cl)Cl.O. The yield is 0.470. The product is [C:11]1([CH2:17][CH2:18][CH:19]=[O:20])[CH:16]=[CH:15][CH:14]=[CH:13][CH:12]=1. (3) The reactants are [C:1]([O:4][C@@H:5]([CH3:9])[C:6]([OH:8])=O)(=[O:3])[CH3:2].CN1CCOCC1.ClC(OCC(C)C)=O.[NH2:25][C:26]1[CH:31]=[C:30]([O:32][C:33]2[C:38]([F:39])=[CH:37][C:36]([NH:40][C:41]([C:43]3([C:46]([NH:48][C:49]4[CH:54]=[CH:53][C:52]([F:55])=[CH:51][CH:50]=4)=[O:47])[CH2:45][CH2:44]3)=[O:42])=[C:35]([F:56])[CH:34]=2)[CH:29]=[CH:28][N:27]=1. The catalyst is C(Cl)Cl. The product is [C:1]([O:4][C@@H:5]([CH3:9])[C:6]([NH:25][C:26]1[CH:31]=[C:30]([O:32][C:33]2[CH:34]=[C:35]([F:56])[C:36]([NH:40][C:41]([C:43]3([C:46](=[O:47])[NH:48][C:49]4[CH:50]=[CH:51][C:52]([F:55])=[CH:53][CH:54]=4)[CH2:45][CH2:44]3)=[O:42])=[CH:37][C:38]=2[F:39])[CH:29]=[CH:28][N:27]=1)=[O:8])(=[O:3])[CH3:2]. The yield is 0.559. (4) The reactants are [N+:1]([C:4]1[CH:9]=[CH:8][C:7]([C:10]2[NH:14][N:13]=[CH:12][CH:11]=2)=[CH:6][CH:5]=1)([O-:3])=[O:2].[Br:15]N1C(=O)CCC1=O. The catalyst is CN(C)C=O. The product is [Br:15][C:11]1[C:10]([C:7]2[CH:6]=[CH:5][C:4]([N+:1]([O-:3])=[O:2])=[CH:9][CH:8]=2)=[N:14][NH:13][CH:12]=1. The yield is 0.900. (5) The catalyst is C1(C)C=CC=CC=1. The product is [Cl:1][C:2]1[CH:3]=[CH:4][C:5]([OH:11])=[C:6]([CH:10]=1)[C:7]([NH:16][C:15]1[CH:17]=[CH:18][C:19]([N:20]2[CH2:21][CH2:22][O:23][CH2:24][CH2:25]2)=[C:13]([F:12])[CH:14]=1)=[O:9]. The reactants are [Cl:1][C:2]1[CH:10]=[C:6]([C:7]([OH:9])=O)[C:5]([OH:11])=[CH:4][CH:3]=1.[F:12][C:13]1[CH:14]=[C:15]([CH:17]=[CH:18][C:19]=1[N:20]1[CH2:25][CH2:24][O:23][CH2:22][CH2:21]1)[NH2:16].P(Cl)(Cl)Cl. The yield is 0.490. (6) The reactants are [CH2:1]([O:3][C:4](=[O:22])[C:5]1[C:10]([NH:11][C:12]2[CH:17]=[CH:16][C:15]([CH2:18][CH3:19])=[CH:14][C:13]=2[F:20])=[CH:9][C:8](Cl)=[N:7][CH:6]=1)[CH3:2].S([O:28][CH3:29])(OC)(=O)=O. The catalyst is C(Cl)(Cl)Cl. The product is [CH2:1]([O:3][C:4]([C:5]1[C:10]([NH:11][C:12]2[CH:17]=[CH:16][C:15]([CH2:18][CH3:19])=[CH:14][C:13]=2[F:20])=[CH:9][C:29](=[O:28])[N:7]([CH3:8])[CH:6]=1)=[O:22])[CH3:2]. The yield is 0.450. (7) The reactants are C[O:2][C:3]1[CH:4]=[C:5]2[C:9](=[CH:10][CH:11]=1)[CH2:8][CH:7]([N:12]1[C:20](=[O:21])[C:19]3[C:14](=[CH:15][CH:16]=[CH:17][CH:18]=3)[C:13]1=[O:22])[CH2:6]2.B(Br)(Br)Br.C(Cl)Cl. The catalyst is C(Cl)Cl. The product is [OH:2][C:3]1[CH:4]=[C:5]2[C:9](=[CH:10][CH:11]=1)[CH2:8][CH:7]([N:12]1[C:20](=[O:21])[C:19]3[C:14](=[CH:15][CH:16]=[CH:17][CH:18]=3)[C:13]1=[O:22])[CH2:6]2. The yield is 0.790. (8) The reactants are [O:1]1[CH2:6][CH2:5][N:4]([C:7]2[C:8]3[N:9]([CH:20]=[C:21](/[CH:23]=[CH:24]/[C:25]4[CH:34]=[CH:33][C:32]5[C:27](=[CH:28][CH:29]=[CH:30][CH:31]=5)[N:26]=4)[N:22]=3)[C:10]([C:13]3[CH:14]=[CH:15][C:16]([NH2:19])=[N:17][CH:18]=3)=[CH:11][N:12]=2)[CH2:3][CH2:2]1.[CH3:35][S:36](Cl)(=[O:38])=[O:37]. The catalyst is N1C=CC=CC=1. The product is [O:1]1[CH2:6][CH2:5][N:4]([C:7]2[C:8]3[N:9]([CH:20]=[C:21](/[CH:23]=[CH:24]/[C:25]4[CH:34]=[CH:33][C:32]5[C:27](=[CH:28][CH:29]=[CH:30][CH:31]=5)[N:26]=4)[N:22]=3)[C:10]([C:13]3[CH:14]=[CH:15][C:16]([NH:19][S:36]([CH3:35])(=[O:38])=[O:37])=[N:17][CH:18]=3)=[CH:11][N:12]=2)[CH2:3][CH2:2]1. The yield is 0.110.